From a dataset of Forward reaction prediction with 1.9M reactions from USPTO patents (1976-2016). Predict the product of the given reaction. (1) Given the reactants [Br:1][C:2]1[C:3]([NH:9][CH2:10][CH:11]2[CH2:13][CH2:12]2)=[N:4][C:5](Cl)=[N:6][CH:7]=1.[NH2:14][C:15]1[CH:16]=[CH:17][C:18]([S:21]([NH2:24])(=[O:23])=[O:22])=[N:19][CH:20]=1.Cl.O, predict the reaction product. The product is: [Br:1][C:2]1[C:3]([NH:9][CH2:10][CH:11]2[CH2:13][CH2:12]2)=[N:4][C:5]([NH:14][C:15]2[CH:16]=[CH:17][C:18]([S:21]([NH2:24])(=[O:23])=[O:22])=[N:19][CH:20]=2)=[N:6][CH:7]=1. (2) Given the reactants [NH2:1][C:2]([C@@H:4]1[CH2:9][CH2:8][C@H:7]([NH:10][C:11]2[C:16]([C:17]([O:19]CC)=[O:18])=[CH:15][N:14]=[C:13]3[N:22]([CH2:25][CH3:26])[N:23]=[CH:24][C:12]=23)[CH2:6][CH2:5]1)=[O:3].[OH-].[Na+], predict the reaction product. The product is: [NH2:1][C:2]([C@@H:4]1[CH2:9][CH2:8][C@H:7]([NH:10][C:11]2[C:16]([C:17]([OH:19])=[O:18])=[CH:15][N:14]=[C:13]3[N:22]([CH2:25][CH3:26])[N:23]=[CH:24][C:12]=23)[CH2:6][CH2:5]1)=[O:3].